This data is from Forward reaction prediction with 1.9M reactions from USPTO patents (1976-2016). The task is: Predict the product of the given reaction. (1) Given the reactants [Cl-].[CH3:2][CH:3]1[NH2+:8][CH:7]([CH3:9])[CH2:6][O:5][CH2:4]1.Br[CH2:11][CH2:12][N:13]1[C:17](=[O:18])[C:16]2=[CH:19][CH:20]=[CH:21][CH:22]=[C:15]2[C:14]1=[O:23], predict the reaction product. The product is: [CH3:9][CH:7]1[N:8]([CH2:11][CH2:12][N:13]2[C:14](=[O:23])[C:15]3[C:16](=[CH:19][CH:20]=[CH:21][CH:22]=3)[C:17]2=[O:18])[CH:3]([CH3:2])[CH2:4][O:5][CH2:6]1. (2) Given the reactants [H-].[Al+3].[Li+].[H-].[H-].[H-].[CH3:7][O:8][CH2:9][CH2:10][N:11]1[CH:20]([C:21]2[S:22][CH:23]=[CH:24][CH:25]=2)[CH:19]([C:26](OC)=[O:27])[C:18]2[C:13](=[CH:14][CH:15]=[CH:16][CH:17]=2)[C:12]1=[O:30].O, predict the reaction product. The product is: [OH:27][CH2:26][CH:19]1[C:18]2[C:13](=[CH:14][CH:15]=[CH:16][CH:17]=2)[C:12](=[O:30])[N:11]([CH2:10][CH2:9][O:8][CH3:7])[CH:20]1[C:21]1[S:22][CH:23]=[CH:24][CH:25]=1. (3) Given the reactants [NH2:1][C:2]1[N:7]=[C:6](O)[C:5]([C:9]#[N:10])=[C:4]([C:11]2[CH:16]=[CH:15][CH:14]=[C:13]([O:17][CH2:18][C:19]3[CH:24]=[CH:23][CH:22]=[CH:21][CH:20]=3)[CH:12]=2)[N:3]=1.C([O-])(O)=O.[Na+].O=P(Cl)(Cl)[Cl:32], predict the reaction product. The product is: [NH2:1][C:2]1[N:7]=[C:6]([Cl:32])[C:5]([C:9]#[N:10])=[C:4]([C:11]2[CH:16]=[CH:15][CH:14]=[C:13]([O:17][CH2:18][C:19]3[CH:24]=[CH:23][CH:22]=[CH:21][CH:20]=3)[CH:12]=2)[N:3]=1. (4) Given the reactants [N+:1]([C:4]1[CH:13]=[CH:12][C:11]2[C:6](=[CH:7][C:8]([N+:14]([O-])=O)=[CH:9][CH:10]=2)[CH:5]=1)([O-])=O.Cl.[Sn](Cl)Cl.[OH-].[Na+], predict the reaction product. The product is: [CH:5]1[C:6]2[C:11](=[CH:10][CH:9]=[C:8]([NH2:14])[CH:7]=2)[CH:12]=[CH:13][C:4]=1[NH2:1]. (5) Given the reactants [C:1]([C:5]1[CH:13]=[CH:12][C:8]([C:9]([NH2:11])=[S:10])=[CH:7][CH:6]=1)([CH3:4])([CH3:3])[CH3:2].Cl[CH:15]([C:21]([CH3:23])=O)[C:16]([O:18][CH2:19][CH3:20])=[O:17].C(=O)(O)[O-].[K+].C(=O)=O, predict the reaction product. The product is: [CH2:19]([O:18][C:16]([C:15]1[S:10][C:9]([C:8]2[CH:7]=[CH:6][C:5]([C:1]([CH3:4])([CH3:2])[CH3:3])=[CH:13][CH:12]=2)=[N:11][C:21]=1[CH3:23])=[O:17])[CH3:20]. (6) Given the reactants [CH3:1][N:2]([CH3:10])[C:3]1[CH:8]=[CH:7][CH:6]=[C:5]([NH2:9])[CH:4]=1.Cl.[CH:12](=O)/[CH:13]=[CH:14]/[CH3:15].[OH-].[Na+], predict the reaction product. The product is: [CH3:1][N:2]([CH3:10])[C:3]1[CH:4]=[C:5]2[C:6]([CH:12]=[CH:13][C:14]([CH3:15])=[N:9]2)=[CH:7][CH:8]=1.